This data is from Reaction yield outcomes from USPTO patents with 853,638 reactions. The task is: Predict the reaction yield, written as a fraction of the theoretical maximum amount of product (1.0 means a 100% yield; for example, 0.34 means a 34% yield). (1) The reactants are [Cl:1][C:2]1[CH:3]=[C:4]([CH2:16][N:17]2C(=O)C3C(=CC=CC=3)C2=O)[CH:5]=[N:6][C:7]=1[O:8][CH2:9][C:10]([F:15])([F:14])[CH:11]([F:13])[F:12].CCCCCCCCCCCCN. No catalyst specified. The product is [Cl:1][C:2]1[CH:3]=[C:4]([CH2:16][NH2:17])[CH:5]=[N:6][C:7]=1[O:8][CH2:9][C:10]([F:14])([F:15])[CH:11]([F:12])[F:13]. The yield is 0.870. (2) The reactants are [CH2:1]([C:3]1[C:11]2[C:6](=[CH:7][C:8]([C:12]3[N:16]([C:17]4[CH:22]=[CH:21][C:20]([S:23]([CH3:26])(=[O:25])=[O:24])=[CH:19][CH:18]=4)[N:15]=[CH:14][CH:13]=3)=[CH:9][CH:10]=2)[NH:5][N:4]=1)[CH3:2].C1(P(C2C=CC=CC=2)C2C=CC=CC=2)C=CC=CC=1.O1CC[C@H](O)C1.N([C:54]([O:56][CH:57]([CH3:59])[CH3:58])=[O:55])=N[C:54]([O:56][CH:57]([CH3:59])[CH3:58])=[O:55]. The catalyst is CO.O1CCCC1. The product is [CH2:1]([C:3]1[C:11]2[C:6](=[CH:7][C:8]([C:12]3[N:16]([C:17]4[CH:22]=[CH:21][C:20]([S:23]([CH3:26])(=[O:25])=[O:24])=[CH:19][CH:18]=4)[N:15]=[CH:14][CH:13]=3)=[CH:9][CH:10]=2)[N:5]([C:54]([O:56][CH:57]([CH3:59])[CH3:58])=[O:55])[N:4]=1)[CH3:2]. The yield is 0.630. (3) The reactants are [Si:1]([O:8][CH2:9][C@H:10]1[O:14][C@@H:13]([N:15]2[CH:22]=[C:21]([C:23]#[C:24][CH2:25][NH:26][C:27](=[O:32])[C:28]([F:31])([F:30])[F:29])[C:19](=[O:20])[NH:18][C:16]2=[O:17])[CH2:12][C@@H:11]1[OH:33])([C:4]([CH3:7])([CH3:6])[CH3:5])([CH3:3])[CH3:2].C(O)(=O)C.C(OC(=O)C)(=O)C.[CH3:45][S:46]([CH3:48])=O. No catalyst specified. The product is [Si:1]([O:8][CH2:9][C@H:10]1[O:14][C@@H:13]([N:15]2[CH:22]=[C:21]([C:23]#[C:24][CH2:25][NH:26][C:27](=[O:32])[C:28]([F:30])([F:31])[F:29])[C:19](=[O:20])[NH:18][C:16]2=[O:17])[CH2:12][C@@H:11]1[O:33][CH2:45][S:46][CH3:48])([C:4]([CH3:7])([CH3:5])[CH3:6])([CH3:3])[CH3:2]. The yield is 0.890. (4) The reactants are [NH2:1][C:2]1[CH:7]=[CH:6][CH:5]=[C:4]([Br:8])[N:3]=1.ClC(Cl)(Cl)[C:11](=[O:13])[CH3:12].[CH3:16]OCCOC. No catalyst specified. The product is [Br:8][C:4]1[N:3]2[CH:16]=[C:12]([CH:11]=[O:13])[N:1]=[C:2]2[CH:7]=[CH:6][CH:5]=1. The yield is 0.500. (5) The reactants are [Cl-].[CH3:2]OC[P+](C1C=CC=CC=1)(C1C=CC=CC=1)C1C=CC=CC=1.C[Si]([N-][Si](C)(C)C)(C)C.[K+].[NH2:34][C:35]1[C:40]([C:41]([C:43]2[CH:44]=[N:45][C:46]([NH2:49])=[CH:47][CH:48]=2)=O)=[CH:39][C:38]([C:50]2[CH:55]=[CH:54][C:53]([O:56][CH3:57])=[C:52]([O:58][CH3:59])[CH:51]=2)=[CH:37][N:36]=1. The catalyst is C1COCC1. The product is [CH3:59][O:58][C:52]1[CH:51]=[C:50]([C:38]2[CH:39]=[C:40]3[C:41]([C:43]4[CH:48]=[CH:47][C:46]([NH2:49])=[N:45][CH:44]=4)=[CH:2][NH:34][C:35]3=[N:36][CH:37]=2)[CH:55]=[CH:54][C:53]=1[O:56][CH3:57]. The yield is 0.290. (6) The reactants are C(O[CH2:5][O:6][CH:7]([CH2:17][O:18][CH2:19][C:20]1[CH:25]=[CH:24][CH:23]=[CH:22][CH:21]=1)[CH2:8][O:9][CH2:10][C:11]1[CH:16]=[CH:15][CH:14]=[CH:13][CH:12]=1)(=O)C.[I:26][C:27]1[C:28](=[O:34])[NH:29][C:30](=[O:33])[NH:31][CH:32]=1.Cl[Sn](Cl)(Cl)Cl.C([O-])(O)=O.[Na+]. The catalyst is C(Cl)Cl.C(Cl)(Cl)Cl. The product is [CH2:19]([O:18][CH2:17][CH:7]([O:6][CH2:5][N:31]1[CH:32]=[C:27]([I:26])[C:28](=[O:34])[NH:29][C:30]1=[O:33])[CH2:8][O:9][CH2:10][C:11]1[CH:12]=[CH:13][CH:14]=[CH:15][CH:16]=1)[C:20]1[CH:21]=[CH:22][CH:23]=[CH:24][CH:25]=1. The yield is 0.950. (7) The reactants are [F:1][CH:2]([F:26])[CH2:3][N:4]1[CH2:21][CH:20]([C:22](=O)[CH2:23][CH3:24])[O:19][C:6]2([CH2:11][CH2:10][N:9]([C:12]([O:14][C:15]([CH3:18])([CH3:17])[CH3:16])=[O:13])[CH2:8][CH2:7]2)[CH2:5]1.C[N:28]([CH:30](OC)OC)C.[NH2:35]N. The catalyst is CO. The product is [F:26][CH:2]([F:1])[CH2:3][N:4]1[CH2:21][CH:20]([C:22]2[NH:35][N:28]=[CH:30][C:23]=2[CH3:24])[O:19][C:6]2([CH2:7][CH2:8][N:9]([C:12]([O:14][C:15]([CH3:16])([CH3:18])[CH3:17])=[O:13])[CH2:10][CH2:11]2)[CH2:5]1. The yield is 0.334. (8) The reactants are [OH-:1].[Na+:2].CN(C=[O:7])C.[CH:8]1[N:12]=[CH:11][N:10]([CH2:13][C:14]([P:20]([OH:23])([OH:22])=[O:21])([P:16]([OH:19])([OH:18])=[O:17])[OH:15])[CH:9]=1. The catalyst is O. The product is [CH:8]1[N:12]=[CH:11][N:10]([CH2:13][C:14]([P:16]([O-:19])([OH:18])=[O:17])([P:20]([O-:22])([OH:23])=[O:21])[OH:15])[CH:9]=1.[OH2:7].[OH2:1].[OH2:7].[OH2:7].[Na+:2].[Na+:2]. The yield is 0.920. (9) The product is [F:18][C:19]([F:32])([F:31])[S:20]([O:7][C:8]1[CH:17]=[CH:16][CH:15]=[C:14]2[C:9]=1[CH:10]=[CH:11][CH:12]=[N:13]2)(=[O:22])=[O:21]. The yield is 0.850. The catalyst is C(Cl)Cl.C(OCC)(=O)C.C1CCCCC1. The reactants are N1C=CC=CC=1.[OH:7][C:8]1[CH:17]=[CH:16][CH:15]=[C:14]2[C:9]=1[CH:10]=[CH:11][CH:12]=[N:13]2.[F:18][C:19]([F:32])([F:31])[S:20](O[S:20]([C:19]([F:32])([F:31])[F:18])(=[O:22])=[O:21])(=[O:22])=[O:21].Cl.